From a dataset of Peptide-MHC class I binding affinity with 185,985 pairs from IEDB/IMGT. Regression. Given a peptide amino acid sequence and an MHC pseudo amino acid sequence, predict their binding affinity value. This is MHC class I binding data. (1) The MHC is HLA-A68:01 with pseudo-sequence HLA-A68:01. The peptide sequence is EATQLATLR. The binding affinity (normalized) is 0.744. (2) The peptide sequence is SHDLAPQFL. The MHC is HLA-B46:01 with pseudo-sequence HLA-B46:01. The binding affinity (normalized) is 0.0847. (3) The peptide sequence is VFYRSGTET. The MHC is HLA-A24:02 with pseudo-sequence HLA-A24:02. The binding affinity (normalized) is 0. (4) The peptide sequence is DLKHATDYI. The MHC is HLA-A68:02 with pseudo-sequence HLA-A68:02. The binding affinity (normalized) is 0.494. (5) The peptide sequence is HMMAVTLFY. The binding affinity (normalized) is 1.00. The MHC is HLA-A29:02 with pseudo-sequence HLA-A29:02. (6) The peptide sequence is ALDLSHFLK. The MHC is HLA-A02:06 with pseudo-sequence HLA-A02:06. The binding affinity (normalized) is 0. (7) The peptide sequence is YTVKIPNL. The MHC is H-2-Kb with pseudo-sequence H-2-Kb. The binding affinity (normalized) is 0.249. (8) The peptide sequence is NAFGWENAY. The MHC is HLA-B51:01 with pseudo-sequence HLA-B51:01. The binding affinity (normalized) is 0.0847. (9) The peptide sequence is DTLKVGNTY. The MHC is HLA-A02:06 with pseudo-sequence HLA-A02:06. The binding affinity (normalized) is 0.0847. (10) The peptide sequence is NPTQAPVIQLHAVY. The MHC is HLA-A02:01 with pseudo-sequence HLA-A02:01. The binding affinity (normalized) is 0.200.